From a dataset of Catalyst prediction with 721,799 reactions and 888 catalyst types from USPTO. Predict which catalyst facilitates the given reaction. (1) Reactant: [CH2:1]([O:8][C:9]([N:11]1[CH2:16][CH2:15][CH2:14][CH:13]([C:17]#[N:18])[CH2:12]1)=[O:10])[C:2]1[CH:7]=[CH:6][CH:5]=[CH:4][CH:3]=1.C([Sn](=O)CCCC)CCC.C[Si]([N:33]=[N+:34]=[N-:35])(C)C. Product: [CH2:1]([O:8][C:9]([N:11]1[CH2:16][CH2:15][CH2:14][CH:13]([C:17]2[NH:35][N:34]=[N:33][N:18]=2)[CH2:12]1)=[O:10])[C:2]1[CH:3]=[CH:4][CH:5]=[CH:6][CH:7]=1. The catalyst class is: 11. (2) Reactant: C1[C@H](N)[C@@H](O[C@H]2O[C@H](CN)[C@@H](O)[C@H](O)[C@H]2N)[C@H]([O:20][C@@H:21]2[O:25][C@H:24]([CH2:26]O)[C@@H:23](O[C@H]3O[C@@H](CN)[C@@H](O)[C@H](O)[C@H]3N)[C@H:22]2[OH:40])[C@@H](O)[C@@H]1N.OS(O)(=O)=O.[Si:48](Cl)([C:61]([CH3:64])([CH3:63])[CH3:62])([C:55]1C=CC=CC=1)[C:49]1C=CC=CC=1. Product: [CH2:24]([O:25][C:21](=[O:20])[C:22]([O:40][Si:48]([C:61]([CH3:64])([CH3:63])[CH3:62])([CH3:55])[CH3:49])=[CH2:23])[CH3:26]. The catalyst class is: 383. (3) Reactant: F[C:2](F)([C:8]([F:11])([F:10])[F:9])[CH:3]=[C:4](I)[CH2:5][OH:6].[OH2:13].Cl.[NH2:15]O.C(=O)([O-])[O-].[K+].[K+]. Product: [F:9][C:8]([F:11])([F:10])[C:2]1[O:13][N:15]=[C:4]([CH2:5][OH:6])[CH:3]=1. The catalyst class is: 8. (4) Reactant: [O:1]=[C:2]([CH3:10])[CH2:3][CH2:4][CH2:5][CH2:6][C:7]([OH:9])=[O:8].[CH3:11]O. Product: [O:1]=[C:2]([CH3:10])[CH2:3][CH2:4][CH2:5][CH2:6][C:7]([O:9][CH3:11])=[O:8]. The catalyst class is: 65. (5) Reactant: [Cl:1][CH2:2][CH2:3][C:4](Cl)=[O:5].[CH3:7][C:8]1([CH3:18])[C:16]2[C:11](=[CH:12][CH:13]=[CH:14][CH:15]=2)[NH:10][C:9]1=[O:17].[Cl-].[Cl-].[Cl-].[Al+3]. Product: [Cl:1][CH2:2][CH2:3][C:4]([C:14]1[CH:15]=[C:16]2[C:11](=[CH:12][CH:13]=1)[NH:10][C:9](=[O:17])[C:8]2([CH3:18])[CH3:7])=[O:5]. The catalyst class is: 534.